Dataset: Forward reaction prediction with 1.9M reactions from USPTO patents (1976-2016). Task: Predict the product of the given reaction. Given the reactants [C:1]([CH:5]1[CH2:14][CH2:13][C:12]2[N:11]=[C:10]3[S:15][C:16]([C:18]([NH2:20])=[O:19])=[CH:17][C:9]3=[CH:8][C:7]=2[CH2:6]1)([CH3:4])([CH3:3])[CH3:2].[Cl:21][CH2:22][C:23]([CH2:25]Cl)=O, predict the reaction product. The product is: [C:1]([CH:5]1[CH2:14][CH2:13][C:12]2[N:11]=[C:10]3[S:15][C:16]([C:18]4[O:19][C:23]([CH2:22][Cl:21])=[CH:25][N:20]=4)=[CH:17][C:9]3=[CH:8][C:7]=2[CH2:6]1)([CH3:4])([CH3:2])[CH3:3].